Dataset: Forward reaction prediction with 1.9M reactions from USPTO patents (1976-2016). Task: Predict the product of the given reaction. (1) Given the reactants [Cl:1][C:2]1[N:7]=[C:6](Cl)[CH:5]=[CH:4][N:3]=1.[NH2:9][C:10]1[C:11]([F:18])=[C:12]([CH2:16][OH:17])[CH:13]=[CH:14][CH:15]=1.C(N(CC)CC)C, predict the reaction product. The product is: [Cl:1][C:2]1[N:7]=[C:6]([NH:9][C:10]2[C:11]([F:18])=[C:12]([CH2:16][OH:17])[CH:13]=[CH:14][CH:15]=2)[CH:5]=[CH:4][N:3]=1. (2) Given the reactants [NH2:1][C:2]1[CH:3]=[C:4]([N:8]2[C:17]3[CH:16]=[CH:15][C:14]4[CH2:18][CH2:19][CH2:20][CH2:21][C:13]=4[C:12]=3[NH:11][C:10](=[O:22])[C:9]2=[O:23])[CH:5]=[CH:6][CH:7]=1.[N:24]1[CH:29]=[CH:28][CH:27]=[C:26]([S:30]([Cl:33])(=[O:32])=[O:31])[CH:25]=1, predict the reaction product. The product is: [ClH:33].[O:22]=[C:10]1[NH:11][C:12]2[C:13]3[CH2:21][CH2:20][CH2:19][CH2:18][C:14]=3[CH:15]=[CH:16][C:17]=2[N:8]([C:4]2[CH:3]=[C:2]([NH:1][S:30]([C:26]3[CH:25]=[N:24][CH:29]=[CH:28][CH:27]=3)(=[O:32])=[O:31])[CH:7]=[CH:6][CH:5]=2)[C:9]1=[O:23]. (3) Given the reactants C(O)(C(F)(F)F)=O.[F:8][C:9]1[CH:10]=[C:11]([NH:19][C:20]([C@H:22]2[C:31]3[C:26](=[CH:27][C:28]([O:32][CH3:33])=[CH:29][CH:30]=3)[CH2:25][CH2:24][N:23]2[C:34]([C@@H:36]2[CH2:39][C@H:38]([CH2:40][C:41]([O:43]C(C)(C)C)=[O:42])[CH2:37]2)=[O:35])=[O:21])[CH:12]=[CH:13][C:14]=1[Si:15]([CH3:18])([CH3:17])[CH3:16].C(=O)([O-])O.[Na+], predict the reaction product. The product is: [F:8][C:9]1[CH:10]=[C:11]([NH:19][C:20]([C@H:22]2[C:31]3[C:26](=[CH:27][C:28]([O:32][CH3:33])=[CH:29][CH:30]=3)[CH2:25][CH2:24][N:23]2[C:34]([C@@H:36]2[CH2:39][C@H:38]([CH2:40][C:41]([OH:43])=[O:42])[CH2:37]2)=[O:35])=[O:21])[CH:12]=[CH:13][C:14]=1[Si:15]([CH3:16])([CH3:17])[CH3:18]. (4) The product is: [O:1]1[C:6]2[CH:7]=[CH:8][C:9]([S:11][C:12]3[CH:17]=[CH:16][C:15]([C:18]4[CH:19]=[CH:20][N:21]=[C:22]([N:38]5[CH2:39][CH:35]([OH:34])[CH2:36][CH:37]5[C:40]([OH:42])=[O:41])[CH:23]=4)=[CH:14][C:13]=3[C:24]([F:25])([F:26])[F:27])=[CH:10][C:5]=2[O:4][CH2:3][CH2:2]1. Given the reactants [O:1]1[C:6]2[CH:7]=[CH:8][C:9]([S:11][C:12]3[CH:17]=[CH:16][C:15]([C:18]4[CH:23]=[CH:22][N:21]=[CH:20][CH:19]=4)=[CH:14][C:13]=3[C:24]([F:27])([F:26])[F:25])=[CH:10][C:5]=2[O:4][CH2:3][CH2:2]1.OC1CCNC1.[OH:34][C@H:35]1[CH2:39][NH:38][C@H:37]([C:40]([OH:42])=[O:41])[CH2:36]1, predict the reaction product. (5) The product is: [N+:13]([C:16]1[CH:17]=[C:18]([S:22][C:3]2[C:4]3=[N:5][CH:6]=[CH:7][CH:8]=[C:9]3[NH:1][C:2]=2[C:10]([NH2:12])=[O:11])[CH:19]=[CH:20][CH:21]=1)([O-:15])=[O:14]. Given the reactants [NH:1]1[C:9]2[C:4](=[N:5][CH:6]=[CH:7][CH:8]=2)[CH:3]=[C:2]1[C:10]([NH2:12])=[O:11].[N+:13]([C:16]1[CH:17]=[C:18]([S:22][S:22][C:18]2[CH:19]=[CH:20][CH:21]=[C:16]([N+:13]([O-:15])=[O:14])[CH:17]=2)[CH:19]=[CH:20][CH:21]=1)([O-:15])=[O:14], predict the reaction product.